This data is from Forward reaction prediction with 1.9M reactions from USPTO patents (1976-2016). The task is: Predict the product of the given reaction. (1) Given the reactants [NH2:1][C@H:2]1[CH2:7][CH2:6][C@H:5]([NH2:8])[CH2:4][CH2:3]1.O.C1COCC1.[C:15]([O:19][C:20](O[C:20]([O:19][C:15]([CH3:18])([CH3:17])[CH3:16])=[O:21])=[O:21])([CH3:18])([CH3:17])[CH3:16], predict the reaction product. The product is: [C:15]([O:19][C:20]([NH:1][CH:2]1[CH2:7][CH2:6][CH:5]([NH2:8])[CH2:4][CH2:3]1)=[O:21])([CH3:18])([CH3:17])[CH3:16]. (2) The product is: [CH:8](=[C:7]1[NH:1][C:2](=[S:3])[NH:4][C:5]1=[O:6])[C:9]1[CH:14]=[CH:13][CH:12]=[CH:11][CH:10]=1. Given the reactants [NH:1]1[CH2:7][C:5](=[O:6])[NH:4][C:2]1=[S:3].[CH:8](=O)[C:9]1[CH:14]=[CH:13][CH:12]=[CH:11][CH:10]=1.C(N(CC)CC)C.Cl, predict the reaction product. (3) The product is: [O:3]=[C:4]1[N:10]([CH:11]2[CH2:12][CH2:13][N:14]([C:17]([O:19][C@@H:20]([C:32]([OH:34])=[O:33])[CH2:21][C:22]3[CH:30]=[C:29]([CH3:31])[C:25]4[NH:26][CH:27]=[N:28][C:24]=4[CH:23]=3)=[O:18])[CH2:15][CH2:16]2)[CH2:9][CH2:8][C:7]2[CH:36]=[CH:37][CH:38]=[CH:39][C:6]=2[NH:5]1. Given the reactants [Li+].[OH-].[O:3]=[C:4]1[N:10]([CH:11]2[CH2:16][CH2:15][N:14]([C:17]([O:19][C@@H:20]([C:32]([O:34]C)=[O:33])[CH2:21][C:22]3[CH:30]=[C:29]([CH3:31])[C:25]4[NH:26][CH:27]=[N:28][C:24]=4[CH:23]=3)=[O:18])[CH2:13][CH2:12]2)[CH2:9][CH2:8][C:7]2[CH:36]=[CH:37][CH:38]=[CH:39][C:6]=2[NH:5]1.Cl, predict the reaction product.